Dataset: Reaction yield outcomes from USPTO patents with 853,638 reactions. Task: Predict the reaction yield, written as a fraction of the theoretical maximum amount of product (1.0 means a 100% yield; for example, 0.34 means a 34% yield). (1) The reactants are [C:1]([C:3]1[CH:8]=[CH:7][C:6]([CH:9](O)[CH:10]=[CH2:11])=[CH:5][CH:4]=1)#[N:2].O=S(Cl)[Cl:15]. The yield is 0.930. The catalyst is C(Cl)CCl. The product is [C:1]([C:3]1[CH:8]=[CH:7][C:6]([CH:9]=[CH:10][CH2:11][Cl:15])=[CH:5][CH:4]=1)#[N:2]. (2) The yield is 0.700. The catalyst is CCO.[Pd]. The reactants are Cl[C:2]1[CH:7]=[C:6]([F:8])[C:5]([N+:9]([O-])=O)=[CH:4][C:3]=1[OH:12]. The product is [NH2:9][C:5]1[CH:4]=[C:3]([OH:12])[CH:2]=[CH:7][C:6]=1[F:8]. (3) The reactants are [NH:1]([C:3]1[CH:11]=[C:10]2[C:6]([CH2:7][CH2:8][C:9]2=[O:12])=[CH:5][CH:4]=1)[NH2:2].[CH3:13][C:14]([CH3:21])([CH3:20])[C:15](=O)[CH2:16][C:17]#[N:18].Cl. The catalyst is CCO. The product is [NH2:18][C:17]1[N:1]([C:3]2[CH:11]=[C:10]3[C:6]([CH2:7][CH2:8][C:9]3=[O:12])=[CH:5][CH:4]=2)[N:2]=[C:15]([C:14]([CH3:21])([CH3:20])[CH3:13])[CH:16]=1. The yield is 0.385. (4) The reactants are F.F.F.C(N(CC)CC)C.[Si]([O:28][CH2:29][C@H:30]1[O:34][C@@H:33]([N:35]2[CH:42]=[C:41]([CH3:43])[C:39](=[O:40])[NH:38][C:36]2=[O:37])[C@H:32]([O:44][CH2:45][CH2:46][O:47][N:48]([CH3:50])[CH3:49])[C@@H:31]1[OH:51])(C(C)(C)C)(C1C=CC=CC=1)C1C=CC=CC=1.CO. The catalyst is C1COCC1.C(Cl)Cl. The product is [CH3:49][N:48]([CH3:50])[O:47][CH2:46][CH2:45][O:44][C@@H:32]1[C@H:31]([OH:51])[C@@H:30]([CH2:29][OH:28])[O:34][C@H:33]1[N:35]1[CH:42]=[C:41]([CH3:43])[C:39](=[O:40])[NH:38][C:36]1=[O:37]. The yield is 0.925. (5) The reactants are [F:1][C:2]([F:15])([F:14])[C:3]1[CH:8]=[CH:7][C:6]([PH:9](=[O:13])[O:10][CH2:11][CH3:12])=[CH:5][CH:4]=1.Br[C:17]1[CH:22]=[CH:21][C:20]([O:23][CH:24]([CH3:26])[CH3:25])=[C:19]([CH:27]=[CH2:28])[CH:18]=1.C(N(CC)CC)C. The catalyst is CN(C=O)C.C1C=CC(/C=C/C(/C=C/C2C=CC=CC=2)=O)=CC=1.C1C=CC(/C=C/C(/C=C/C2C=CC=CC=2)=O)=CC=1.C1C=CC(/C=C/C(/C=C/C2C=CC=CC=2)=O)=CC=1.[Pd].[Pd]. The product is [CH2:11]([O:10][P:9]([C:6]1[CH:5]=[CH:4][C:3]([C:2]([F:14])([F:1])[F:15])=[CH:8][CH:7]=1)([C:17]1[CH:22]=[CH:21][C:20]([O:23][CH:24]([CH3:25])[CH3:26])=[C:19]([CH:27]=[CH2:28])[CH:18]=1)=[O:13])[CH3:12]. The yield is 0.0860. (6) The reactants are [CH:1]([C:3]1[CH:4]=[C:5]([CH:21]=[CH:22][CH:23]=1)[C:6]([N:8]1[CH2:13][CH2:12][N:11]([C:14](OC(C)(C)C)=O)[CH2:10][CH2:9]1)=[O:7])=[O:2].[C:24](O)([C:26](F)(F)F)=[O:25].C1OC1C. The catalyst is C(Cl)Cl. The product is [OH:25][CH:24]([CH3:26])[CH2:14][N:11]1[CH2:10][CH2:9][N:8]([C:6]([C:5]2[CH:4]=[C:3]([CH:23]=[CH:22][CH:21]=2)[CH:1]=[O:2])=[O:7])[CH2:13][CH2:12]1. The yield is 0.164. (7) The reactants are [C:1]([Si:5]([CH3:18])([CH3:17])[O:6][C:7]1[CH:8]=[CH:9][C:10]2[O:15][CH2:14][CH2:13][NH:12][C:11]=2[CH:16]=1)([CH3:4])([CH3:3])[CH3:2].Br[C:20]1[CH:21]=[N:22][C:23]([O:28][CH3:29])=[C:24]([CH:27]=1)[C:25]#[N:26].CC([O-])(C)C.[Na+]. The catalyst is C1(C)C=CC=CC=1.C1C=CC(/C=C/C(/C=C/C2C=CC=CC=2)=O)=CC=1.C1C=CC(/C=C/C(/C=C/C2C=CC=CC=2)=O)=CC=1.C1C=CC(/C=C/C(/C=C/C2C=CC=CC=2)=O)=CC=1.[Pd].[Pd].CC(C1C=C(C(C)C)C(C2C=CC=CC=2P(C2CCCCC2)C2CCCCC2)=C(C(C)C)C=1)C. The product is [C:1]([Si:5]([CH3:18])([CH3:17])[O:6][C:7]1[CH:8]=[CH:9][C:10]2[O:15][CH2:14][CH2:13][N:12]([C:20]3[CH:21]=[N:22][C:23]([O:28][CH3:29])=[C:24]([CH:27]=3)[C:25]#[N:26])[C:11]=2[CH:16]=1)([CH3:4])([CH3:3])[CH3:2]. The yield is 0.770.